Predict the product of the given reaction. From a dataset of Forward reaction prediction with 1.9M reactions from USPTO patents (1976-2016). (1) Given the reactants [CH3:1][O:2][C:3]1[CH:4]=[C:5]([CH:11]=[C:12]([O:16][CH3:17])[C:13]=1[O:14][CH3:15])[C:6]([CH2:8][C:9]#[N:10])=O.[H-].[Na+].CI.[N+]([O-])(O)=O.[NH2:26][C:27]([NH2:29])=[NH:28].[CH3:30][S:31]([CH3:33])=O, predict the reaction product. The product is: [NH2:28][C:27]1[N:29]=[C:30]([S:31][CH3:33])[C:8]([C:9]#[N:10])=[C:6]([C:5]2[CH:4]=[C:3]([O:2][CH3:1])[C:13]([O:14][CH3:15])=[C:12]([O:16][CH3:17])[CH:11]=2)[N:26]=1. (2) Given the reactants [CH:1]1([C:7]2([CH3:21])[C:11](=[O:12])[N:10]([CH2:13][C:14]([N:16]([O:18][CH3:19])[CH3:17])=[O:15])[C:9](=[O:20])[NH:8]2)[CH2:6][CH2:5][CH2:4][CH2:3][CH2:2]1.[C:22]([O-])([O-])=O.[Cs+].[Cs+].CN(C=O)C.CI, predict the reaction product. The product is: [CH:1]1([C:7]2([CH3:21])[C:11](=[O:12])[N:10]([CH2:13][C:14]([N:16]([O:18][CH3:19])[CH3:17])=[O:15])[C:9](=[O:20])[N:8]2[CH3:22])[CH2:2][CH2:3][CH2:4][CH2:5][CH2:6]1. (3) Given the reactants ClC1C(NC2C=C(OC)NN=2)=NC([NH:8][C@H:9]([C:11]2[N:16]=[CH:15][C:14]([F:17])=[CH:13][N:12]=2)[CH3:10])=NC=1.Cl[C:27]1[N:32]=[C:31]([NH:33][C:34]2[CH:38]=[C:37]([CH3:39])[NH:36][N:35]=2)[C:30]([C:40]([F:43])([F:42])[F:41])=[CH:29][N:28]=1.CCN(C(C)C)C(C)C, predict the reaction product. The product is: [F:17][C:14]1[CH:13]=[N:12][C:11]([C@@H:9]([NH:8][C:27]2[N:32]=[C:31]([NH:33][C:34]3[CH:38]=[C:37]([CH3:39])[NH:36][N:35]=3)[C:30]([C:40]([F:43])([F:42])[F:41])=[CH:29][N:28]=2)[CH3:10])=[N:16][CH:15]=1. (4) Given the reactants [Cl:1][C:2]1[CH:21]=[CH:20][C:5]([O:6][C:7]2[CH:8]=[C:9]([S:13]([CH2:16][CH2:17][CH2:18][NH2:19])(=[O:15])=[O:14])[CH:10]=[CH:11][CH:12]=2)=[CH:4][C:3]=1[C:22]1[C:31]2[C:26](=[C:27]([C:32]([F:35])([F:34])[F:33])[CH:28]=[CH:29][CH:30]=2)[N:25]=[C:24]([CH3:36])[N:23]=1.C(N(CC)CC)C.[CH3:44][S:45](Cl)(=[O:47])=[O:46], predict the reaction product. The product is: [Cl:1][C:2]1[CH:21]=[CH:20][C:5]([O:6][C:7]2[CH:8]=[C:9]([S:13]([CH2:16][CH2:17][CH2:18][NH:19][S:45]([CH3:44])(=[O:47])=[O:46])(=[O:15])=[O:14])[CH:10]=[CH:11][CH:12]=2)=[CH:4][C:3]=1[C:22]1[C:31]2[C:26](=[C:27]([C:32]([F:35])([F:34])[F:33])[CH:28]=[CH:29][CH:30]=2)[N:25]=[C:24]([CH3:36])[N:23]=1. (5) Given the reactants [N:1]1[CH:6]=[CH:5][CH:4]=[N:3][C:2]=1[C:7]1([CH:10]=O)[CH2:9][CH2:8]1.[S].C(O)(=O)C.[NH2:17][C:18]1[CH:19]=[CH:20][C:21]([N:25]2[CH2:30][CH2:29][CH2:28][C@@H:27]([C:31]([N:33]3[CH2:37][CH2:36][CH2:35][CH2:34]3)=[O:32])[CH2:26]2)=[N:22][C:23]=1[NH2:24], predict the reaction product. The product is: [N:3]1[CH:4]=[CH:5][CH:6]=[N:1][C:2]=1[C:7]1([C:10]2[NH:24][C:23]3=[N:22][C:21]([N:25]4[CH2:30][CH2:29][CH2:28][C@@H:27]([C:31]([N:33]5[CH2:37][CH2:36][CH2:35][CH2:34]5)=[O:32])[CH2:26]4)=[CH:20][CH:19]=[C:18]3[N:17]=2)[CH2:8][CH2:9]1. (6) The product is: [Br:1][C:2]1[CH:3]=[C:4]([CH3:15])[C:5]([C:8]2[CH2:13][CH2:12][CH:11]([NH:16][CH2:17][CH2:18][OH:19])[CH2:10][CH:9]=2)=[N:6][CH:7]=1. Given the reactants [Br:1][C:2]1[CH:3]=[C:4]([CH3:15])[C:5]([C:8]2[CH2:13][CH2:12][C:11](=O)[CH2:10][CH:9]=2)=[N:6][CH:7]=1.[NH2:16][CH2:17][CH2:18][OH:19].C(O[BH-](OC(=O)C)OC(=O)C)(=O)C.[Na+].C(=O)([O-])[O-].[Na+].[Na+], predict the reaction product. (7) Given the reactants [N:1]1([CH2:15][C:16]2[N:20](C(OC(C)(C)C)=O)[C:19]3[CH:28]=[CH:29][CH:30]=[CH:31][C:18]=3[N:17]=2)[C@@H:14]2[C@@H:5]([CH2:6][CH2:7][C:8]3[C:13]2=[N:12][CH:11]=[CH:10][CH:9]=3)[CH2:4][CH2:3][CH2:2]1.FC(F)(F)C(O)=O, predict the reaction product. The product is: [NH:17]1[C:18]2[CH:31]=[CH:30][CH:29]=[CH:28][C:19]=2[N:20]=[C:16]1[CH2:15][N:1]1[C@@H:14]2[C@@H:5]([CH2:6][CH2:7][C:8]3[C:13]2=[N:12][CH:11]=[CH:10][CH:9]=3)[CH2:4][CH2:3][CH2:2]1.